Dataset: Reaction yield outcomes from USPTO patents with 853,638 reactions. Task: Predict the reaction yield, written as a fraction of the theoretical maximum amount of product (1.0 means a 100% yield; for example, 0.34 means a 34% yield). (1) The reactants are C(Cl)(=O)C(Cl)=O.CS(C)=O.[F:11][C:12]1[CH:13]=[CH:14][C:15]([CH2:29][OH:30])=[C:16]([NH:18][C:19](=[O:28])[CH2:20][CH2:21][C:22]2[CH:27]=[CH:26][CH:25]=[CH:24][CH:23]=2)[CH:17]=1.C(N(CC)CC)C. The catalyst is C(Cl)Cl. The product is [F:11][C:12]1[CH:13]=[CH:14][C:15]([CH:29]=[O:30])=[C:16]([NH:18][C:19](=[O:28])[CH2:20][CH2:21][C:22]2[CH:23]=[CH:24][CH:25]=[CH:26][CH:27]=2)[CH:17]=1. The yield is 0.854. (2) The reactants are [CH2:1](OS(C1C=CC(C)=CC=1)(=O)=O)[CH3:2].C(=O)([O-])[O-].[K+].[K+].[CH2:20]([O:22][C:23]([C:25]1[NH:26][C:27]2[C:32]([C:33]=1[OH:34])=[CH:31][CH:30]=[CH:29][C:28]=2[CH3:35])=[O:24])[CH3:21]. The catalyst is CN(C)C=O. The product is [CH2:20]([O:22][C:23]([C:25]1[NH:26][C:27]2[C:32]([C:33]=1[O:34][CH2:1][CH3:2])=[CH:31][CH:30]=[CH:29][C:28]=2[CH3:35])=[O:24])[CH3:21]. The yield is 0.740. (3) The reactants are [C:1]([C:5]1[CH:10]=[CH:9][C:8]([C:11]2[CH:16]=[CH:15][C:14]([C:17]([CH3:20])([CH3:19])[CH3:18])=[CH:13][CH:12]=2)=[CH:7][CH:6]=1)([CH3:4])([CH3:3])[CH3:2].[Br:21]Br.C1(C2C=CC=CC=2)C=CC=CC=1. The catalyst is [Fe]. The product is [Br:21][C:16]1[CH:15]=[C:14]([C:17]([CH3:20])([CH3:19])[CH3:18])[CH:13]=[CH:12][C:11]=1[C:8]1[CH:9]=[CH:10][C:5]([C:1]([CH3:4])([CH3:3])[CH3:2])=[CH:6][CH:7]=1. The yield is 0.730. (4) The reactants are [OH:1][C:2]1[C:7]([CH3:8])=[C:6]([O:9][CH2:10][C:11]2[CH:16]=[CH:15][CH:14]=[CH:13][CH:12]=2)[CH:5]=[CH:4][C:3]=1[C:17](=[O:19])[CH3:18].[C:20](OCC)(=O)[C:21]([O:23]CC)=[O:22].C[O-].[Na+]. The catalyst is C1(C)C=CC=CC=1. The product is [CH3:8][C:7]1[C:2]2[O:1][C:20]([C:21]([OH:23])=[O:22])=[CH:18][C:17](=[O:19])[C:3]=2[CH:4]=[CH:5][C:6]=1[O:9][CH2:10][C:11]1[CH:12]=[CH:13][CH:14]=[CH:15][CH:16]=1. The yield is 0.954. (5) The product is [Cl:1][C:2]1[CH:11]=[C:10]2[C:5]([N:6]=[C:7]([C:15]3[CH2:16][CH2:17][N:18]([CH3:23])[CH2:19][CH:20]=3)[C:8]3[N:9]2[CH:12]=[N:13][N:14]=3)=[CH:4][CH:3]=1. The yield is 0.550. The reactants are [Cl:1][C:2]1[CH:11]=[C:10]2[C:5]([N:6]=[C:7]([C:15]3[CH2:16][CH2:17][NH:18][CH2:19][CH:20]=3)[C:8]3[N:9]2[CH:12]=[N:13][N:14]=3)=[CH:4][CH:3]=1.C=O.[CH3:23]C(O)=O.[BH-](OC(C)=O)(OC(C)=O)OC(C)=O.[Na+]. The catalyst is CO.C(Cl)Cl.CO.C(Cl)Cl. (6) The reactants are [CH:1]([N:4]=[C:5]=[O:6])([CH3:3])[CH3:2].[F:7][C:8]1[CH:9]=[CH:10][C:11]([NH:14][NH2:15])=[N:12][CH:13]=1. The catalyst is C(Cl)Cl. The product is [F:7][C:8]1[CH:9]=[CH:10][C:11]([NH:14][NH:15][C:5]([NH:4][CH:1]([CH3:3])[CH3:2])=[O:6])=[N:12][CH:13]=1. The yield is 0.930. (7) The reactants are Br[C:2]1[CH:3]=[N:4][N:5]2[C:10]([C:11]3[CH:12]=[C:13]([NH:17][C:18](=[O:29])[C:19]4[CH:24]=[CH:23][CH:22]=[C:21]([C:25]([F:28])([F:27])[F:26])[CH:20]=4)[CH:14]=[CH:15][CH:16]=3)=[CH:9][CH:8]=[N:7][C:6]=12.[F:30][C:31]([F:42])([F:41])[C:32]1[CH:37]=[CH:36][CH:35]=[CH:34][C:33]=1B(O)O.ClCCl.C(=O)([O-])[O-].[Na+].[Na+]. The catalyst is COCCOC.C(OCC)(=O)C.C1C=CC(P(C2C=CC=CC=2)[C-]2C=CC=C2)=CC=1.C1C=CC(P(C2C=CC=CC=2)[C-]2C=CC=C2)=CC=1.Cl[Pd]Cl.[Fe+2]. The product is [F:26][C:25]([F:28])([F:27])[C:21]1[CH:20]=[C:19]([CH:24]=[CH:23][CH:22]=1)[C:18]([NH:17][C:13]1[CH:14]=[CH:15][CH:16]=[C:11]([C:10]2[N:5]3[N:4]=[CH:3][C:2]([C:33]4[CH:34]=[CH:35][CH:36]=[CH:37][C:32]=4[C:31]([F:42])([F:41])[F:30])=[C:6]3[N:7]=[CH:8][CH:9]=2)[CH:12]=1)=[O:29]. The yield is 0.100.